Task: Predict which catalyst facilitates the given reaction.. Dataset: Catalyst prediction with 721,799 reactions and 888 catalyst types from USPTO (1) Reactant: [Br:1][C:2]1[S:6][C:5]([C:7](=[O:11])[CH2:8][CH2:9]Cl)=[CH:4][CH:3]=1.[CH3:12][C:13]([O-:15])=[O:14].[Na+]. Product: [C:13]([O:15][CH2:9][CH2:8][C:7]([C:5]1[S:6][C:2]([Br:1])=[CH:3][CH:4]=1)=[O:11])(=[O:14])[CH3:12]. The catalyst class is: 15. (2) Reactant: N12CCCN=C1CCCCC2.Cl.[NH2:13][CH2:14][C:15]1[CH:23]=[CH:22][CH:21]=[C:20]2[C:16]=1[C:17](=[O:33])[N:18]([CH:25]1[CH2:30][CH2:29][C:28](=[O:31])[NH:27][C:26]1=[O:32])[C:19]2=[O:24].[CH2:34]([O:36][C:37](=[O:46])[CH2:38][CH2:39][CH2:40][CH2:41][CH2:42][C:43](Cl)=[O:44])[CH3:35]. Product: [O:32]=[C:26]1[CH:25]([N:18]2[C:17](=[O:33])[C:16]3[C:20](=[CH:21][CH:22]=[CH:23][C:15]=3[CH2:14][NH:13][C:43]([CH2:42][CH2:41][CH2:40][CH2:39][CH2:38][C:37]([O:36][CH2:34][CH3:35])=[O:46])=[O:44])[C:19]2=[O:24])[CH2:30][CH2:29][C:28](=[O:31])[NH:27]1. The catalyst class is: 23. (3) Reactant: [F:1][C:2]1[CH:7]=[CH:6][CH:5]=[CH:4][C:3]=1[N:8]1[C:16]2[C:11](=[C:12]([N:17]3[CH2:21][CH2:20][N:19]([CH2:22][C:23](O)=[O:24])[C:18]3=[O:26])[CH:13]=[CH:14][CH:15]=2)[CH:10]=[N:9]1.C([N:29]([CH:33]([CH3:35])[CH3:34])[CH:30]([CH3:32])C)C.CN(C([O:43]N1N=NC2C=CC=NC1=2)=[N+](C)C)C.F[P-](F)(F)(F)(F)F. Product: [F:1][C:2]1[CH:7]=[CH:6][CH:5]=[CH:4][C:3]=1[N:8]1[C:16]2[C:11](=[C:12]([N:17]3[CH2:21][CH2:20][N:19]([CH2:22][C:23]([N:29]4[CH2:30][C@H:32]5[CH2:34][C@@H:33]4[CH2:35][O:43]5)=[O:24])[C:18]3=[O:26])[CH:13]=[CH:14][CH:15]=2)[CH:10]=[N:9]1. The catalyst class is: 7. (4) Reactant: [F:1][C:2]1[CH:3]=[C:4]([CH:8]2[C:12]3[NH:13][C:14]([C:16]([O:18]C)=[O:17])=[CH:15][C:11]=3[CH2:10][CH2:9]2)[CH:5]=[CH:6][CH:7]=1.[OH-].[Li+].CO. Product: [F:1][C:2]1[CH:3]=[C:4]([CH:8]2[C:12]3[NH:13][C:14]([C:16]([OH:18])=[O:17])=[CH:15][C:11]=3[CH2:10][CH2:9]2)[CH:5]=[CH:6][CH:7]=1. The catalyst class is: 1.